From a dataset of NCI-60 drug combinations with 297,098 pairs across 59 cell lines. Regression. Given two drug SMILES strings and cell line genomic features, predict the synergy score measuring deviation from expected non-interaction effect. (1) Drug 1: C1=CC(=C(C=C1I)F)NC2=C(C=CC(=C2F)F)C(=O)NOCC(CO)O. Drug 2: CC1CCC2CC(C(=CC=CC=CC(CC(C(=O)C(C(C(=CC(C(=O)CC(OC(=O)C3CCCCN3C(=O)C(=O)C1(O2)O)C(C)CC4CCC(C(C4)OC)OP(=O)(C)C)C)C)O)OC)C)C)C)OC. Cell line: SK-OV-3. Synergy scores: CSS=28.4, Synergy_ZIP=1.57, Synergy_Bliss=2.55, Synergy_Loewe=4.32, Synergy_HSA=8.60. (2) Drug 1: CC12CCC3C(C1CCC2=O)CC(=C)C4=CC(=O)C=CC34C. Drug 2: C(=O)(N)NO. Cell line: SK-MEL-2. Synergy scores: CSS=44.9, Synergy_ZIP=1.53, Synergy_Bliss=3.61, Synergy_Loewe=-16.8, Synergy_HSA=1.18. (3) Drug 1: COC1=NC(=NC2=C1N=CN2C3C(C(C(O3)CO)O)O)N. Drug 2: C#CCC(CC1=CN=C2C(=N1)C(=NC(=N2)N)N)C3=CC=C(C=C3)C(=O)NC(CCC(=O)O)C(=O)O. Cell line: HCT-15. Synergy scores: CSS=70.3, Synergy_ZIP=-0.611, Synergy_Bliss=-4.68, Synergy_Loewe=-19.3, Synergy_HSA=-5.16.